This data is from Reaction yield outcomes from USPTO patents with 853,638 reactions. The task is: Predict the reaction yield, written as a fraction of the theoretical maximum amount of product (1.0 means a 100% yield; for example, 0.34 means a 34% yield). (1) The reactants are [H-].[Na+].[Cl:3][C:4]1[CH:9]=[CH:8][C:7]([C:10]2[C:14](=[O:15])[NH:13][C:12]3([CH2:20][CH2:19][N:18]([C:21]([O:23][C:24]([CH3:27])([CH3:26])[CH3:25])=[O:22])[CH2:17][CH2:16]3)[N:11]=2)=[CH:6][CH:5]=1.Br[CH2:29][C:30]([C:32]1[CH:37]=[CH:36][C:35]([Cl:38])=[C:34]([CH3:39])[CH:33]=1)=[O:31]. The catalyst is CN(C=O)C. The product is [Cl:38][C:35]1[CH:36]=[CH:37][C:32]([C:30](=[O:31])[CH2:29][N:13]2[C:12]3([CH2:16][CH2:17][N:18]([C:21]([O:23][C:24]([CH3:27])([CH3:26])[CH3:25])=[O:22])[CH2:19][CH2:20]3)[N:11]=[C:10]([C:7]3[CH:8]=[CH:9][C:4]([Cl:3])=[CH:5][CH:6]=3)[C:14]2=[O:15])=[CH:33][C:34]=1[CH3:39]. The yield is 0.560. (2) The reactants are [F:1][C:2]1[C:3]([NH:22][C:23]2[CH:28]=[CH:27][C:26]([I:29])=[CH:25][C:24]=2[F:30])=[C:4]([C:9]([N:11]2[CH2:14][C:13]([OH:21])([C:15]([NH:17]CC=C)=[O:16])[CH2:12]2)=[O:10])[CH:5]=[CH:6][C:7]=1[F:8].C[N+]1([O-])CC[O:35]CC1.[CH3:39][C:40]([CH3:42])=[O:41].O. The catalyst is [Os](=O)(=O)(=O)=O. The product is [F:1][C:2]1[C:3]([NH:22][C:23]2[CH:28]=[CH:27][C:26]([I:29])=[CH:25][C:24]=2[F:30])=[C:4]([C:9]([N:11]2[CH2:14][C:13]([OH:21])([C:15]([NH:17][CH2:39][CH:40]([OH:41])[CH2:42][OH:35])=[O:16])[CH2:12]2)=[O:10])[CH:5]=[CH:6][C:7]=1[F:8]. The yield is 0.720. (3) The reactants are [H-].[Na+].[Br:3][C:4]1[CH:5]=[C:6]2[C:11](=[CH:12][CH:13]=1)[CH:10]=[C:9]([OH:14])[CH:8]=[CH:7]2.[CH2:15](I)[CH3:16].O. The catalyst is CN(C=O)C. The product is [Br:3][C:4]1[CH:13]=[CH:12][C:11]2[C:6](=[CH:7][CH:8]=[C:9]([O:14][CH2:15][CH3:16])[CH:10]=2)[CH:5]=1. The yield is 0.600. (4) The reactants are [C:1]([O:5][C:6]([C:8]1[CH:9]=[C:10](/[CH:14]=[CH:15]/[C:16]([OH:18])=O)[CH:11]=[CH:12][CH:13]=1)=[O:7])([CH3:4])([CH3:3])[CH3:2].C(N(CC)CC)C.C(Cl)(=O)C(C)(C)C.[CH2:33]([C@@H:40]1[CH2:44][O:43][C:42](=[O:45])[NH:41]1)[C:34]1[CH:39]=[CH:38][CH:37]=[CH:36][CH:35]=1.[Li]CCCC. The product is [CH2:33]([C@@H:40]1[CH2:44][O:43][C:42](=[O:45])[N:41]1[C:16](=[O:18])/[CH:15]=[CH:14]/[C:10]1[CH:9]=[C:8]([CH:13]=[CH:12][CH:11]=1)[C:6]([O:5][C:1]([CH3:2])([CH3:3])[CH3:4])=[O:7])[C:34]1[CH:35]=[CH:36][CH:37]=[CH:38][CH:39]=1. The yield is 0.890. The catalyst is C1COCC1. (5) The reactants are [CH3:1][C:2]1[CH:6]=[C:5]([NH:7][C:8](=[O:15])OCC(Cl)(Cl)Cl)[O:4][N:3]=1.[C:16]1([C:22]2[N:26]=[C:25]([N:27]3[CH2:32][CH2:31][NH:30][CH2:29][CH2:28]3)[S:24][N:23]=2)[CH:21]=[CH:20][CH:19]=[CH:18][CH:17]=1.C(N(C(C)C)CC)(C)C.O. The catalyst is CS(C)=O. The product is [CH3:1][C:2]1[CH:6]=[C:5]([NH:7][C:8]([N:30]2[CH2:31][CH2:32][N:27]([C:25]3[S:24][N:23]=[C:22]([C:16]4[CH:21]=[CH:20][CH:19]=[CH:18][CH:17]=4)[N:26]=3)[CH2:28][CH2:29]2)=[O:15])[O:4][N:3]=1. The yield is 0.406. (6) The yield is 0.960. The reactants are C(OC(=O)[NH:7][CH:8]([CH3:16])[CH2:9][N:10]1[CH2:15][CH2:14][O:13][CH2:12][CH2:11]1)(C)(C)C.Cl. The product is [CH3:16][C@H:8]([NH2:7])[CH2:9][N:10]1[CH2:15][CH2:14][O:13][CH2:12][CH2:11]1. The catalyst is CO. (7) The reactants are CC(C)([O-])C.[K+].[C:7]([CH2:9]P(=O)(OCC)OCC)#[N:8].O=[C:19]1[CH2:24][CH2:23][N:22]([C:25]([O:27][C:28]([CH3:31])([CH3:30])[CH3:29])=[O:26])[CH2:21][CH2:20]1. The catalyst is O1CCCC1. The product is [C:7]([CH:9]=[C:19]1[CH2:24][CH2:23][N:22]([C:25]([O:27][C:28]([CH3:31])([CH3:30])[CH3:29])=[O:26])[CH2:21][CH2:20]1)#[N:8]. The yield is 0.970.